From a dataset of Peptide-MHC class II binding affinity with 134,281 pairs from IEDB. Regression. Given a peptide amino acid sequence and an MHC pseudo amino acid sequence, predict their binding affinity value. This is MHC class II binding data. (1) The peptide sequence is AFKVAATAANAAPAA. The MHC is HLA-DPA10103-DPB10301 with pseudo-sequence HLA-DPA10103-DPB10301. The binding affinity (normalized) is 0.731. (2) The peptide sequence is DTRLMRLEDEMKEGR. The MHC is DRB1_0401 with pseudo-sequence DRB1_0401. The binding affinity (normalized) is 0.121. (3) The peptide sequence is NLLWKQIANELNYIL. The MHC is DRB1_0901 with pseudo-sequence DRB1_0901. The binding affinity (normalized) is 0.